This data is from Catalyst prediction with 721,799 reactions and 888 catalyst types from USPTO. The task is: Predict which catalyst facilitates the given reaction. (1) Reactant: [CH:1]1[C:6]([C:7]([OH:9])=[O:8])=[CH:5][CH:4]=[C:3]([NH2:10])[CH:2]=1.S(OOS([O-])(=O)=O)([O-])(=O)=O.[Na+].[Na+]. Product: [NH2:10][C:3]1[CH:4]=[CH:5][CH:6]=[CH:1][CH:2]=1.[CH:1]1[C:6]([C:7]([OH:9])=[O:8])=[CH:5][CH:4]=[C:3]([NH2:10])[CH:2]=1. The catalyst class is: 33. (2) Reactant: [CH2:1]([N:3]1[C:7]([C:8]2[CH:9]=[C:10]([C:13]([OH:15])=O)[O:11][CH:12]=2)=[C:6]([CH3:16])[CH:5]=[N:4]1)[CH3:2].C1CN([P+](Br)(N2CCCC2)N2CCCC2)CC1.F[P-](F)(F)(F)(F)F.CCN(C(C)C)C(C)C.[NH2:50][C@@H:51]([CH2:64][C:65]1[CH:70]=[CH:69][CH:68]=[C:67]([F:71])[CH:66]=1)[CH2:52][N:53]1[C:61](=[O:62])[C:60]2[C:55](=[CH:56][CH:57]=[CH:58][CH:59]=2)[C:54]1=[O:63]. The catalyst class is: 2. Product: [O:63]=[C:54]1[C:55]2[C:60](=[CH:59][CH:58]=[CH:57][CH:56]=2)[C:61](=[O:62])[N:53]1[CH2:52][C@@H:51]([NH:50][C:13]([C:10]1[O:11][CH:12]=[C:8]([C:7]2[N:3]([CH2:1][CH3:2])[N:4]=[CH:5][C:6]=2[CH3:16])[CH:9]=1)=[O:15])[CH2:64][C:65]1[CH:70]=[CH:69][CH:68]=[C:67]([F:71])[CH:66]=1. (3) Reactant: [C:1]([O:5][C:6]([NH:8][CH:9]([CH2:17][C:18]1[CH:23]=[CH:22][C:21]([OH:24])=[CH:20][CH:19]=1)[C:10]([O:12][C:13]([CH3:16])([CH3:15])[CH3:14])=[O:11])=[O:7])([CH3:4])([CH3:3])[CH3:2].[S:25](O[S:25]([C:28]([F:31])([F:30])[F:29])(=[O:27])=[O:26])([C:28]([F:31])([F:30])[F:29])(=[O:27])=[O:26].O. Product: [C:1]([O:5][C:6]([NH:8][C@@H:9]([CH2:17][C:18]1[CH:23]=[CH:22][C:21]([O:24][S:25]([C:28]([F:31])([F:30])[F:29])(=[O:27])=[O:26])=[CH:20][CH:19]=1)[C:10]([O:12][C:13]([CH3:16])([CH3:15])[CH3:14])=[O:11])=[O:7])([CH3:2])([CH3:3])[CH3:4]. The catalyst class is: 17. (4) Reactant: FC(F)(F)[C:3](O)=[O:4].[CH2:8]([O:10][C:11](=[O:24])[CH2:12][CH2:13][C:14]1[C:22]2[C:21](=[O:23])[CH2:20][CH2:19][CH2:18][C:17]=2[NH:16][CH:15]=1)[CH3:9].COC(OC)OC.[OH-].[Na+]. Product: [CH2:8]([O:10][C:11](=[O:24])[CH2:12][CH2:13][C:14]1[C:22]2[C:21](=[O:23])[CH2:20][CH2:19][CH2:18][C:17]=2[NH:16][C:15]=1[CH:3]=[O:4])[CH3:9]. The catalyst class is: 69. (5) Reactant: [Cl:1][C:2]1[CH:3]=[C:4]([CH:7]=[CH:8][C:9]=1[F:10])[CH2:5][NH2:6].[S:11]1[CH2:17][C:15](=[O:16])[NH:14][C:12]1=S.CCN(C(C)C)C(C)C. Product: [Cl:1][C:2]1[CH:3]=[C:4]([CH:7]=[CH:8][C:9]=1[F:10])[CH2:5][NH:6][C:12]1[S:11][CH2:17][C:15](=[O:16])[N:14]=1. The catalyst class is: 10.